Dataset: CYP2C9 inhibition data for predicting drug metabolism from PubChem BioAssay. Task: Regression/Classification. Given a drug SMILES string, predict its absorption, distribution, metabolism, or excretion properties. Task type varies by dataset: regression for continuous measurements (e.g., permeability, clearance, half-life) or binary classification for categorical outcomes (e.g., BBB penetration, CYP inhibition). Dataset: cyp2c9_veith. (1) The result is 0 (non-inhibitor). The compound is Nc1ncnc2c1ncn2[C@H]1O[C@@H](C(=O)O)[C@@H](O)[C@H]1O. (2) The compound is O=C(c1cccc(F)c1)N1CCC2(CCCN(C(c3ccccc3)c3ccccc3)C2)CC1. The result is 1 (inhibitor). (3) The molecule is COc1ccc(O[C@H]2C=C[C@@H](c3ccccc3)O[C@H]2COC(=O)NCc2cccc3ccccc23)cc1. The result is 1 (inhibitor). (4) The drug is C#CCN[C@@H](C)Cc1ccccc1. The result is 0 (non-inhibitor). (5) The drug is COc1ccc(C(=O)N2CCC3(CCN(Cc4ccccc4OC)CC3)CC2)cc1. The result is 0 (non-inhibitor).